The task is: Regression. Given a target protein amino acid sequence and a drug SMILES string, predict the binding affinity score between them. We predict pKi (pKi = -log10(Ki in M); higher means stronger inhibition). Dataset: bindingdb_ki.. This data is from Drug-target binding data from BindingDB using Ki measurements. (1) The drug is N=C(N)NCCC[C@@H]1NC(=O)[C@H](Cc2ccccc2)NC(=O)[C@H](Cc2ccc(O)cc2)NC(=O)CCSSC[C@@H](C(=O)N2CCC[C@H]2C(=O)N[C@@H](CCCCN)C(=O)NCC(N)=O)NC(=O)[C@H](CC(N)=O)NC1=O. The target protein (P48974) has sequence MNSEPSWTATPSPGGTLPVPNATTPWLGRDEELAKVEIGILATVLVLATGGNLAVLLTLGRHGHKRSRMHLFVLHLALTDLGVALFQVLPQLLWDITYRFQGSDLLCRAVKYLQVLSMFASTYMLLAMTLDRYLAVCHPLRSLRQPSQSTYPLIAAPWLLAAILSLPQVFIFSLREVIQGSGVLDCWADFYFSWGPRAYITWTTMAIFVLPVAVLSACYGLICHEIYKNLKVKTQAGREERRGWRTWDKSSSSAVATAATRGLPSRVSSISTISRAKIRTVKMTFVIVLAYIACWAPFFSVQMWSVWDENAPNEDSTNVAFTISMLLGNLSSCCNPWIYMGFNSRLLPRSLSHHACCTGSKPQVHRQLSTSSLTSRRTTLLTHACGSPTLRLSLNLSLRAKPRPAGSLKDLEQVDGEATMETSIF. The pKi is 9.2. (2) The small molecule is COC(=O)CCCCOc1cc(NCc2ccc3nc(N)nc(N)c3c2)ccc1OC. The target protein (Q27793) has sequence MSLFKIRMPETVAEGTRLALRAFSLVVAVDEHGGIGDGRSIPWNVPEDMKFFRDLTTKLRGKNVKPSPAKRNAVVMGRKTWDSIPPKFRPLPGRLNVVLSSTLTTQHLLDGLPDEEKRNLHADSIVAVNGGLEQALRLLASPNYTPSIETVYCIGGGSVYAEALRPPCVHLLQAIYRTTIRASESSCSVFFRVPESGTEAAAGIEWQRETISEELTSANGNETKYYFEKLIPRNREEEQYLSLVDRIIREGNVKHDRTGVGTLSIFGAQMRFSLRNNRLPLLTTKRVFWRGVCEELLWFLRGETYAKKLSDKGVHIWDDNGSRAFLDSRGLTEYEEMDLGPVYGFQWRHFGAAYTHHDANYDGQGVDQIKAIVETLKTNPDDRRMLFTAWNPSALPRMALPPCHLLAQFYVSNGELSCMLYQRSCDMGLGVPFNIASYALLTILIAKATGLRPGELVHTLGDAHVYSNHVEPCNEQLKRVPRAFPYLVFRREREFLEDYE.... The pKi is 8.8.